From a dataset of Forward reaction prediction with 1.9M reactions from USPTO patents (1976-2016). Predict the product of the given reaction. (1) Given the reactants [C:1]1(=[O:29])[N:5]([CH2:6][CH2:7][CH2:8][CH2:9][CH2:10][N:11]2[C:15]3=[C:16]([CH3:22])[N:17]=[C:18]4[CH:19]=[CH:20][CH:21]=[C:13]([N:14]34)[C:12]2=[O:23])C(=O)C2=CC=CC=C12.C(OC([O:32][C:33]([CH3:36])([CH3:35])[CH3:34])=O)([O:32][C:33]([CH3:36])([CH3:35])[CH3:34])=O.C(N(CC)CC)C, predict the reaction product. The product is: [C:33]([O:32][C:1]([NH:5][CH2:6][CH2:7][CH2:8][CH:9]=[CH:10][N:11]1[C:15]2=[C:16]([CH3:22])[N:17]=[C:18]3[CH:19]=[CH:20][CH:21]=[C:13]([N:14]23)[C:12]1=[O:23])=[O:29])([CH3:36])([CH3:35])[CH3:34]. (2) Given the reactants [CH:1]1([C@H:7]([NH:12][C:13]([C:15]2[O:16][C:17]([C:20]3[CH:25]=[CH:24][CH:23]=[C:22]([CH2:26][NH2:27])[CH:21]=3)=[CH:18][CH:19]=2)=[O:14])[C:8](=[O:11])[NH:9][CH3:10])[CH2:6][CH2:5][CH2:4][CH2:3][CH2:2]1.CN1CCOCC1.Cl[C:36]([O:38][CH2:39][CH:40]([CH3:42])[CH3:41])=[O:37], predict the reaction product. The product is: [CH:1]1([C@H:7]([NH:12][C:13]([C:15]2[O:16][C:17]([C:20]3[CH:21]=[C:22]([CH:23]=[CH:24][CH:25]=3)[CH2:26][NH:27][C:36](=[O:37])[O:38][CH2:39][CH:40]([CH3:42])[CH3:41])=[CH:18][CH:19]=2)=[O:14])[C:8]([NH:9][CH3:10])=[O:11])[CH2:6][CH2:5][CH2:4][CH2:3][CH2:2]1.